This data is from Full USPTO retrosynthesis dataset with 1.9M reactions from patents (1976-2016). The task is: Predict the reactants needed to synthesize the given product. (1) Given the product [Cl:1][C:2]1[CH:10]=[CH:9][CH:8]=[C:7]2[C:3]=1[C:4]1([CH2:15][O:14][C:13]3[CH:16]=[C:17]4[C:21](=[CH:22][C:12]1=3)[CH2:20][CH2:19][O:18]4)[C:5](=[O:11])[N:6]2[CH2:36][C@H:33]1[CH2:32][CH2:25][CH2:35][O:34]1, predict the reactants needed to synthesize it. The reactants are: [Cl:1][C:2]1[CH:10]=[CH:9][CH:8]=[C:7]2[C:3]=1[C:4]1([CH2:15][O:14][C:13]3[CH:16]=[C:17]4[C:21](=[CH:22][C:12]1=3)[CH2:20][CH2:19][O:18]4)[C:5](=[O:11])[NH:6]2.N1C2C(=CC=CC=2)[C:25]2([CH2:35][O:34][C:33]3[CH:36]=C4C(=C[C:32]2=3)CCO4)C1=O.CC1C=CC(S(OC[C@H]2CCCO2)(=O)=O)=CC=1.BrCC1CCCCO1. (2) Given the product [NH2:19][C:9]1[C:10]([NH:17][CH3:18])=[C:11]([CH:16]=[C:7]([C:6]2[C:2]([CH3:1])=[N:3][O:4][C:5]=2[CH3:22])[CH:8]=1)[C:12]([O:14][CH3:15])=[O:13], predict the reactants needed to synthesize it. The reactants are: [CH3:1][C:2]1[C:6]([C:7]2[CH:8]=[C:9]([N+:19]([O-])=O)[C:10]([NH:17][CH3:18])=[C:11]([CH:16]=2)[C:12]([O:14][CH3:15])=[O:13])=[C:5]([CH3:22])[O:4][N:3]=1.[OH-].[Na+]. (3) Given the product [Br:1][C:2]1[C:10]2[C:9]([O:19][C@H:20]([CH2:26][C:27]3[CH:32]=[CH:31][CH:30]=[CH:29][C:28]=3[O:33][CH2:34][C:35]3[CH:40]=[CH:39][N:38]=[C:37]([C:41]4[CH:46]=[CH:45][CH:44]=[CH:43][C:42]=4[O:47][CH3:48])[N:36]=3)[C:21]([O:23][CH2:24][CH3:25])=[O:22])=[N:8][CH:7]=[N:6][C:5]=2[S:4][C:3]=1[C:12]1[CH:17]=[CH:16][C:15]([F:18])=[CH:14][CH:13]=1, predict the reactants needed to synthesize it. The reactants are: [Br:1][C:2]1[C:10]2[C:9](Cl)=[N:8][CH:7]=[N:6][C:5]=2[S:4][C:3]=1[C:12]1[CH:17]=[CH:16][C:15]([F:18])=[CH:14][CH:13]=1.[OH:19][C@H:20]([CH2:26][C:27]1[CH:32]=[CH:31][CH:30]=[CH:29][C:28]=1[O:33][CH2:34][C:35]1[CH:40]=[CH:39][N:38]=[C:37]([C:41]2[CH:46]=[CH:45][CH:44]=[CH:43][C:42]=2[O:47][CH3:48])[N:36]=1)[C:21]([O:23][CH2:24][CH3:25])=[O:22].C([O-])([O-])=O.[Cs+].[Cs+].C1COCC1. (4) Given the product [CH3:65][O:66][C:67](=[O:75])[CH2:68][CH:69]1[CH2:70][CH2:71][N:72]([C:28]([C@H:9]2[C@H:8]([C:4]3[CH:5]=[CH:6][CH:7]=[C:2]([Cl:1])[C:3]=3[F:31])[C@:12]([C:15]3[CH:20]=[CH:19][C:18]([Cl:21])=[CH:17][C:16]=3[F:22])([C:13]#[N:14])[C@H:11]([CH2:23][C:24]([CH3:27])([CH3:26])[CH3:25])[NH:10]2)=[O:30])[CH2:73][CH2:74]1, predict the reactants needed to synthesize it. The reactants are: [Cl:1][C:2]1[C:3]([F:31])=[C:4]([CH:8]2[C:12]([C:15]3[CH:20]=[CH:19][C:18]([Cl:21])=[CH:17][C:16]=3[F:22])([C:13]#[N:14])[CH:11]([CH2:23][C:24]([CH3:27])([CH3:26])[CH3:25])[NH:10][CH:9]2[C:28]([OH:30])=O)[CH:5]=[CH:6][CH:7]=1.CN(C(ON1N=NC2C=CC=NC1=2)=[N+](C)C)C.F[P-](F)(F)(F)(F)F.CCN(C(C)C)C(C)C.[CH3:65][O:66][C:67](=[O:75])[CH2:68][CH:69]1[CH2:74][CH2:73][NH:72][CH2:71][CH2:70]1. (5) Given the product [ClH:20].[Br:1][C:2]1[CH:11]=[CH:10][CH:9]=[C:8]2[C:3]=1[CH2:4][C@H:5]([C:16]([OH:18])=[O:17])[NH:6][CH2:7]2, predict the reactants needed to synthesize it. The reactants are: [Br:1][C:2]1[CH:11]=[CH:10][CH:9]=[C:8]2[C:3]=1[CH2:4][C@H:5]([C:16]([O:18]C)=[O:17])[N:6](C(OC)=O)[CH2:7]2.[ClH:20].